Task: Predict the reactants needed to synthesize the given product.. Dataset: Full USPTO retrosynthesis dataset with 1.9M reactions from patents (1976-2016) (1) The reactants are: [CH:1]1[C:10]2[C:5](=[CH:6][CH:7]=[CH:8][CH:9]=2)[CH:4]=[CH:3][C:2]=1[NH:11][C:12]1[S:13][C:14]([NH:22][C:23]([C:25]2[CH:29]=[CH:28][S:27][CH:26]=2)=[O:24])=[C:15]([C:17]([O:19]CC)=O)[N:16]=1.[CH3:30][NH2:31]. Given the product [CH3:30][NH:31][C:17]([C:15]1[N:16]=[C:12]([NH:11][C:2]2[CH:3]=[CH:4][C:5]3[C:10](=[CH:9][CH:8]=[CH:7][CH:6]=3)[CH:1]=2)[S:13][C:14]=1[NH:22][C:23]([C:25]1[CH:29]=[CH:28][S:27][CH:26]=1)=[O:24])=[O:19], predict the reactants needed to synthesize it. (2) Given the product [CH2:1]([C:3]1[CH:8]=[C:7]([CH3:9])[CH:6]=[C:5]([CH2:10][CH3:11])[C:4]=1[C:12](=[O:18])[C:13]([N:15]([CH3:17])[N:16]=[C:24]([CH3:25])[CH2:23][S:20]([CH3:19])(=[O:22])=[O:21])=[O:14])[CH3:2], predict the reactants needed to synthesize it. The reactants are: [CH2:1]([C:3]1[CH:8]=[C:7]([CH3:9])[CH:6]=[C:5]([CH2:10][CH3:11])[C:4]=1[C:12](=[O:18])[C:13]([N:15]([CH3:17])[NH2:16])=[O:14])[CH3:2].[CH3:19][S:20]([CH2:23][C:24](=O)[CH3:25])(=[O:22])=[O:21]. (3) Given the product [NH2:1][C:2]1[C:11]([N+:12]([O-:14])=[O:13])=[CH:10][CH:9]=[C:8]([N:17]([CH3:18])[CH3:16])[C:3]=1[C:4]([O:6][CH3:7])=[O:5], predict the reactants needed to synthesize it. The reactants are: [NH2:1][C:2]1[C:11]([N+:12]([O-:14])=[O:13])=[CH:10][CH:9]=[C:8](F)[C:3]=1[C:4]([O:6][CH3:7])=[O:5].[CH3:16][NH:17][CH3:18].